This data is from Catalyst prediction with 721,799 reactions and 888 catalyst types from USPTO. The task is: Predict which catalyst facilitates the given reaction. (1) Reactant: [S:1]1[C:5]2[CH:6]=[CH:7][CH:8]=[CH:9][C:4]=2[N:3]=[C:2]1[CH:10]=[O:11].[CH2:12]([Mg]Br)[CH3:13]. Product: [S:1]1[C:5]2[CH:6]=[CH:7][CH:8]=[CH:9][C:4]=2[N:3]=[C:2]1[CH:10]([OH:11])[CH2:12][CH3:13]. The catalyst class is: 1. (2) Reactant: [C:1]([O:7][C:8]([CH3:11])([CH3:10])[CH3:9])(=[O:6])[CH2:2][CH2:3][CH:4]=[CH2:5].C12BC(CCC1)CCC2.Cl[C:22]1[C:23]([C:36]2[CH:41]=[CH:40][C:39]([F:42])=[CH:38][CH:37]=2)=[N:24][C:25]2[C:30]([N:31]=1)=[CH:29][C:28]([C:32]([O:34][CH3:35])=[O:33])=[CH:27][CH:26]=2.ClCCl.P([O-])([O-])([O-])=O.[K+].[K+].[K+]. Product: [C:8]([O:7][C:1](=[O:6])[CH2:2][CH2:3][CH2:4][CH2:5][C:22]1[C:23]([C:36]2[CH:41]=[CH:40][C:39]([F:42])=[CH:38][CH:37]=2)=[N:24][C:25]2[C:30]([N:31]=1)=[CH:29][C:28]([C:32]([O:34][CH3:35])=[O:33])=[CH:27][CH:26]=2)([CH3:11])([CH3:10])[CH3:9]. The catalyst class is: 450. (3) Reactant: [Si:1]([N:8]1[C:11](=[O:12])[C@H:10]([CH2:13]/[CH:14]=[CH:15]/[Cl:16])[C@H:9]1[C:17]([O:19][CH2:20][C:21]1[CH:26]=[CH:25][CH:24]=[CH:23][CH:22]=1)=[O:18])([C:4]([CH3:7])([CH3:6])[CH3:5])([CH3:3])[CH3:2].ClC1C=CC=C(C(OO)=[O:35])C=1.C(C1C=C(C)C=C(C(C)(C)C)C=1O)(C)(C)C. Product: [Si:1]([N:8]1[C:11](=[O:12])[C@H:10]([CH2:13][CH:14]2[CH:15]([Cl:16])[O:35]2)[C@H:9]1[C:17]([O:19][CH2:20][C:21]1[CH:22]=[CH:23][CH:24]=[CH:25][CH:26]=1)=[O:18])([C:4]([CH3:7])([CH3:6])[CH3:5])([CH3:3])[CH3:2]. The catalyst class is: 839.